From a dataset of Reaction yield outcomes from USPTO patents with 853,638 reactions. Predict the reaction yield, written as a fraction of the theoretical maximum amount of product (1.0 means a 100% yield; for example, 0.34 means a 34% yield). (1) The reactants are [Si]([O:8][C:9]1[CH:14]=[C:13](O[Si](C(C)(C)C)(C)C)[CH:12]=[CH:11][C:10]=1[C@H:23]1[CH2:28][CH2:27][C@H:26]([NH2:29])[CH2:25][CH2:24]1)(C(C)(C)C)(C)C.C(N(CC)CC)C.[F:37][C:38]([F:43])([F:42])[C:39](O)=[O:40].[OH2:44]. The catalyst is CN(C)C1C=CN=CC=1.ClC(Cl)C. The product is [OH:44][C:14]1[C:9]([OH:8])=[C:10]([C@H:23]2[CH2:24][CH2:25][C@H:26]([NH:29][C:39](=[O:40])[C:38]([F:43])([F:42])[F:37])[CH2:27][CH2:28]2)[CH:11]=[CH:12][CH:13]=1. The yield is 0.310. (2) The reactants are [CH2:1]([O:3][C:4]1[CH:5]=[C:6]([C@H:12]([N:18]2[C:26](=[O:27])[C:25]3[C:20](=[CH:21][CH:22]=[CH:23][C:24]=3[NH:28][C:29]([CH:31]3[CH2:33][CH2:32]3)=[O:30])[CH2:19]2)[CH2:13][C:14](=[O:17])[NH:15][OH:16])[CH:7]=[CH:8][C:9]=1[O:10][CH3:11])[CH3:2].[CH3:34][C:35]([CH3:41])([CH3:40])[CH2:36][C:37](Cl)=[O:38]. The catalyst is C(#N)C. The product is [CH3:34][C:35]([CH3:41])([CH3:40])[CH2:36][C:37]([O:16][NH:15][C:14]([CH2:13][C@@H:12]([N:18]1[C:26](=[O:27])[C:25]2[C:20](=[CH:21][CH:22]=[CH:23][C:24]=2[NH:28][C:29]([CH:31]2[CH2:33][CH2:32]2)=[O:30])[CH2:19]1)[C:6]1[CH:7]=[CH:8][C:9]([O:10][CH3:11])=[C:4]([O:3][CH2:1][CH3:2])[CH:5]=1)=[O:17])=[O:38]. The yield is 0.590. (3) The reactants are [Br:1][C:2]1[C:7]([F:8])=[CH:6][CH:5]=[C:4]([CH3:9])[N:3]=1.[Mn]([O-])(=O)(=O)=[O:11].[K+].[OH2:16]. No catalyst specified. The product is [Br:1][C:2]1[N:3]=[C:4]([C:9]([OH:11])=[O:16])[CH:5]=[CH:6][C:7]=1[F:8]. The yield is 0.170. (4) The reactants are [NH2:1][C:2]1[CH:3]=[CH:4][C:5]2[O:10][CH2:9][CH2:8][N:7]([C:11]3[S:12][C:13]4[C:14](=[O:23])[NH:15][CH2:16][C:17]([CH3:22])([CH3:21])[CH2:18][C:19]=4[N:20]=3)[C:6]=2[CH:24]=1.Cl[CH2:26][C:27]1[N:28]=[N:29][CH:30]=[CH:31][CH:32]=1.CC(C)([O-:36])C.[Na+]. The catalyst is C1(C)C=CC=CC=1. The product is [C:14]([OH:23])(=[O:36])[CH3:13].[CH3:21][C:17]1([CH3:22])[CH2:16][NH:15][C:14](=[O:23])[C:13]2[S:12][C:11]([N:7]3[C:6]4[CH:24]=[C:2]([NH:1][C:30]5[N:29]=[N:28][C:27]([CH3:26])=[CH:32][CH:31]=5)[CH:3]=[CH:4][C:5]=4[O:10][CH2:9][CH2:8]3)=[N:20][C:19]=2[CH2:18]1. The yield is 0.0900. (5) The reactants are CC(C)([O-])C.[Na+].Br[C:8]1[CH:9]=[C:10]2[C:15](=[CH:16][C:17]=1[S:18][CH2:19][CH2:20][NH2:21])[N:14]=[C:13]([O:22][CH:23]([CH3:25])[CH3:24])[CH:12]=[C:11]2[C:26]([F:29])([F:28])[F:27]. The catalyst is C1(C)C=CC=CC=1.C([O-])(=O)C.[Pd+2].C([O-])(=O)C. The product is [CH:23]([O:22][C:13]1[CH:12]=[C:11]([C:26]([F:29])([F:28])[F:27])[C:10]2[CH:9]=[C:8]3[NH:21][CH2:20][CH2:19][S:18][C:17]3=[CH:16][C:15]=2[N:14]=1)([CH3:25])[CH3:24]. The yield is 0.770.